This data is from Merck oncology drug combination screen with 23,052 pairs across 39 cell lines. The task is: Regression. Given two drug SMILES strings and cell line genomic features, predict the synergy score measuring deviation from expected non-interaction effect. Drug 1: Cn1nnc2c(C(N)=O)ncn2c1=O. Drug 2: NC1(c2ccc(-c3nc4ccn5c(=O)[nH]nc5c4cc3-c3ccccc3)cc2)CCC1. Cell line: NCIH460. Synergy scores: synergy=9.71.